Dataset: Full USPTO retrosynthesis dataset with 1.9M reactions from patents (1976-2016). Task: Predict the reactants needed to synthesize the given product. (1) Given the product [Cl:32][C:29]1[CH:30]=[CH:31][C:26]([C:8]2[N:9]([C:19]3[CH:24]=[CH:23][CH:22]=[CH:21][C:20]=3[Cl:25])[C:10]([CH2:11][CH2:12][NH:13][CH:14]3[CH2:15][CH2:16][CH2:17][CH2:18]3)=[C:6]([C:4]([OH:5])=[O:3])[N:7]=2)=[CH:27][CH:28]=1, predict the reactants needed to synthesize it. The reactants are: C([O:3][C:4]([C:6]1[N:7]=[C:8]([C:26]2[CH:31]=[CH:30][C:29]([Cl:32])=[CH:28][CH:27]=2)[N:9]([C:19]2[CH:24]=[CH:23][CH:22]=[CH:21][C:20]=2[Cl:25])[C:10]=1[CH2:11][CH2:12][NH:13][CH:14]1[CH2:18][CH2:17][CH2:16][CH2:15]1)=[O:5])C.[OH-].[K+]. (2) The reactants are: [CH:1]([C:3]1[CH:8]=[CH:7][C:6]([C:9]2[N:10]=[C:11]3[C:16]([C:17]#[N:18])=[CH:15][CH:14]=[CH:13][N:12]3[C:19]=2[C:20]2[CH:25]=[CH:24][CH:23]=[CH:22][CH:21]=2)=[CH:5][CH:4]=1)=O.C(N(CC)CC)C.[C:33]1([C:39]2[NH:43][N:42]=[C:41]([CH:44]3[CH2:49][CH2:48][NH:47][CH2:46][CH2:45]3)[N:40]=2)[CH:38]=[CH:37][CH:36]=[CH:35][CH:34]=1.C(O)(=O)C.[BH-](OC(C)=O)(OC(C)=O)OC(C)=O.[Na+]. Given the product [C:20]1([C:19]2[N:12]3[CH:13]=[CH:14][CH:15]=[C:16]([C:17]#[N:18])[C:11]3=[N:10][C:9]=2[C:6]2[CH:5]=[CH:4][C:3]([CH2:1][N:47]3[CH2:46][CH2:45][CH:44]([C:41]4[NH:40][C:39]([C:33]5[CH:38]=[CH:37][CH:36]=[CH:35][CH:34]=5)=[N:43][N:42]=4)[CH2:49][CH2:48]3)=[CH:8][CH:7]=2)[CH:21]=[CH:22][CH:23]=[CH:24][CH:25]=1, predict the reactants needed to synthesize it. (3) Given the product [F:37][CH:27]([F:26])[O:28][C:29]1[CH:35]=[CH:34][C:32]([NH:33][CH2:6][C:7]2[CH:25]=[C:10]3[C:11](=[O:24])[N:12]([CH2:15][C:16]4[CH:21]=[CH:20][C:19]([O:22][CH3:23])=[CH:18][CH:17]=4)[CH2:13][CH2:14][N:9]3[N:8]=2)=[C:31]([F:36])[CH:30]=1, predict the reactants needed to synthesize it. The reactants are: CS(O[CH2:6][C:7]1[CH:25]=[C:10]2[C:11](=[O:24])[N:12]([CH2:15][C:16]3[CH:21]=[CH:20][C:19]([O:22][CH3:23])=[CH:18][CH:17]=3)[CH2:13][CH2:14][N:9]2[N:8]=1)(=O)=O.[F:26][CH:27]([F:37])[O:28][C:29]1[CH:35]=[CH:34][C:32]([NH2:33])=[C:31]([F:36])[CH:30]=1.C([O-])([O-])=O.[Cs+].[Cs+].CN(C=O)C. (4) Given the product [O:4]1[C:12]2[CH:11]=[CH:10][N:9]=[C:8]([N:13]3[CH2:18][CH2:17][N:16]([CH2:19][CH2:20][C@H:21]4[CH2:26][CH2:25][C@H:24]([NH:27][C:37](=[O:38])[C:36]5[CH:40]=[CH:41][CH:42]=[C:34]([C:31]6[N:30]=[C:29]([CH3:28])[O:33][N:32]=6)[CH:35]=5)[CH2:23][CH2:22]4)[CH2:15][CH2:14]3)[C:7]=2[CH2:6][CH2:5]1, predict the reactants needed to synthesize it. The reactants are: Cl.Cl.Cl.[O:4]1[C:12]2[CH:11]=[CH:10][N:9]=[C:8]([N:13]3[CH2:18][CH2:17][N:16]([CH2:19][CH2:20][C@H:21]4[CH2:26][CH2:25][C@H:24]([NH2:27])[CH2:23][CH2:22]4)[CH2:15][CH2:14]3)[C:7]=2[CH2:6][CH2:5]1.[CH3:28][C:29]1[O:33][N:32]=[C:31]([C:34]2[CH:35]=[C:36]([CH:40]=[CH:41][CH:42]=2)[C:37](O)=[O:38])[N:30]=1. (5) The reactants are: [CH3:1][C@@H:2]1[CH2:6][CH2:5][CH2:4][N:3]1[CH2:7][C@@H:8]1[CH2:12][CH2:11][CH2:10][NH:9]1.[F:13][C:14]1[CH:22]=[C:21]([B:23]2[O:27][C:26]([CH3:29])([CH3:28])[C:25]([CH3:31])([CH3:30])[O:24]2)[CH:20]=[CH:19][C:15]=1[C:16](O)=[O:17]. Given the product [F:13][C:14]1[CH:22]=[C:21]([B:23]2[O:27][C:26]([CH3:28])([CH3:29])[C:25]([CH3:31])([CH3:30])[O:24]2)[CH:20]=[CH:19][C:15]=1[C:16]([N:9]1[CH2:10][CH2:11][CH2:12][C@H:8]1[CH2:7][N:3]1[CH2:4][CH2:5][CH2:6][C@H:2]1[CH3:1])=[O:17], predict the reactants needed to synthesize it. (6) Given the product [NH2:49][CH2:48][C:27]1[N:26]=[C:25]2[C:30]([N:31]=[CH:32][N:24]2[C@@H:13]2[O:12][C@H:11]([C:50]([NH:52][CH2:53][CH3:54])=[O:51])[C@@H:10]([OH:9])[C@H:14]2[OH:15])=[C:29]([NH:33][CH2:34][CH:35]([C:36]2[CH:41]=[CH:40][CH:39]=[CH:38][CH:37]=2)[C:42]2[CH:43]=[CH:44][CH:45]=[CH:46][CH:47]=2)[N:28]=1, predict the reactants needed to synthesize it. The reactants are: C([O:9][C@H:10]1[C@@H:14]([O:15]C(=O)C2C=CC=CC=2)[C@H:13]([N:24]2[CH:32]=[N:31][C:30]3[C:25]2=[N:26][C:27]([C:48]#[N:49])=[N:28][C:29]=3[NH:33][CH2:34][CH:35]([C:42]2[CH:47]=[CH:46][CH:45]=[CH:44][CH:43]=2)[C:36]2[CH:41]=[CH:40][CH:39]=[CH:38][CH:37]=2)[O:12][C@@H:11]1[C:50]([NH:52][CH2:53][CH3:54])=[O:51])(=O)C1C=CC=CC=1.N.